Dataset: Catalyst prediction with 721,799 reactions and 888 catalyst types from USPTO. Task: Predict which catalyst facilitates the given reaction. (1) Reactant: [Cl:1][C:2]1[CH:38]=[N:37][C:5]2[N:6](S(C3C=CC=CC=3)(=O)=O)[C:7]3[C:12]([C:4]=2[CH:3]=1)=[CH:11][C:10]([C:13]1[CH:27]=[CH:26][C:16]([O:17][CH2:18][CH2:19][CH2:20][N:21]([CH2:24][CH3:25])[CH2:22][CH3:23])=[CH:15][CH:14]=1)=[CH:9][CH:8]=3. Product: [Cl:1][C:2]1[CH:38]=[N:37][C:5]2[NH:6][C:7]3[C:12]([C:4]=2[CH:3]=1)=[CH:11][C:10]([C:13]1[CH:27]=[CH:26][C:16]([O:17][CH2:18][CH2:19][CH2:20][N:21]([CH2:22][CH3:23])[CH2:24][CH3:25])=[CH:15][CH:14]=1)=[CH:9][CH:8]=3. The catalyst class is: 5. (2) Reactant: C([Li])CCC.CC1(C)CCCC(C)(C)N1.[F:16][C:17]1[CH:24]=[C:23]([CH3:25])[CH:22]=[CH:21][C:18]=1[C:19]#[N:20].[I-:26].S([O-])(O)(=O)=O.[Na+]. Product: [F:16][C:17]1[C:24]([I:26])=[C:23]([CH3:25])[CH:22]=[CH:21][C:18]=1[C:19]#[N:20]. The catalyst class is: 7. (3) Reactant: [C:1]([O:5][C:6](=[O:13])[NH:7][CH2:8][CH2:9][CH2:10][C:11]#[CH:12])([CH3:4])([CH3:3])[CH3:2].O1CCC[CH2:15]1.[H-].[Na+].CI. Product: [C:1]([O:5][C:6](=[O:13])[N:7]([CH3:15])[CH2:8][CH2:9][CH2:10][C:11]#[CH:12])([CH3:4])([CH3:3])[CH3:2]. The catalyst class is: 4. (4) Reactant: C(N(CC)C(C)C)(C)C.[C:10]([O:14][C:15]([N:17]1[CH2:22][CH2:21][C:20]([NH2:24])([CH3:23])[CH2:19][CH2:18]1)=[O:16])([CH3:13])([CH3:12])[CH3:11].Cl[CH2:26][C:27]([N:29]1[CH2:33][CH2:32][CH2:31][C@H:30]1[C:34]#[N:35])=[O:28].O. Product: [C:10]([O:14][C:15]([N:17]1[CH2:22][CH2:21][C:20]([NH:24][CH2:26][C:27]([N:29]2[CH2:33][CH2:32][CH2:31][C@H:30]2[C:34]#[N:35])=[O:28])([CH3:23])[CH2:19][CH2:18]1)=[O:16])([CH3:13])([CH3:11])[CH3:12]. The catalyst class is: 9. (5) Reactant: [CH2:1]([N:8]1[CH2:13][CH2:12][N:11]([CH2:14][CH2:15][C:16]([NH:18][C:19]2[CH:29]=[CH:28][C:22]3[CH2:23][CH2:24][NH:25][CH2:26][CH2:27][C:21]=3[CH:20]=2)=[O:17])[CH2:10][CH2:9]1)[C:2]1[CH:7]=[CH:6][CH:5]=[CH:4][CH:3]=1.[ClH:30]. Product: [ClH:30].[ClH:30].[ClH:30].[CH2:1]([N:8]1[CH2:13][CH2:12][N:11]([CH2:14][CH2:15][C:16]([NH:18][C:19]2[CH:29]=[CH:28][C:22]3[CH2:23][CH2:24][NH:25][CH2:26][CH2:27][C:21]=3[CH:20]=2)=[O:17])[CH2:10][CH2:9]1)[C:2]1[CH:7]=[CH:6][CH:5]=[CH:4][CH:3]=1. The catalyst class is: 13. (6) Reactant: [Br:1][C:2]1[CH:3]=[CH:4][C:5]2[N:9]=[C:8]([CH:10]3[CH2:13][CH:12]([CH:14]=O)[CH2:11]3)[N:7]([CH3:16])[C:6]=2[CH:17]=1.Cl.[NH2:19][OH:20]. Product: [Br:1][C:2]1[CH:3]=[CH:4][C:5]2[N:9]=[C:8]([CH:10]3[CH2:13][CH:12]([CH:14]=[N:19][OH:20])[CH2:11]3)[N:7]([CH3:16])[C:6]=2[CH:17]=1. The catalyst class is: 14.